This data is from Reaction yield outcomes from USPTO patents with 853,638 reactions. The task is: Predict the reaction yield, written as a fraction of the theoretical maximum amount of product (1.0 means a 100% yield; for example, 0.34 means a 34% yield). (1) The reactants are [CH3:1][CH:2]([N:4]1[C:12](/[CH:13]=[CH:14]/[C@H:15]([OH:24])[CH2:16][C@H:17]([OH:23])[CH2:18][C:19]([O:21]C)=[O:20])=[C:11]([C:25]2[CH:30]=[CH:29][C:28]([F:31])=[CH:27][CH:26]=2)[C:10]2[C:5]1=[CH:6][CH:7]=[CH:8][CH:9]=2)[CH3:3].[OH-].[Na+:33].C(O)CCC. The catalyst is CC(C)=O. The product is [CH3:3][CH:2]([N:4]1[C:12](/[CH:13]=[CH:14]/[CH:15]([OH:24])[CH2:16][CH:17]([OH:23])[CH2:18][C:19]([O-:21])=[O:20])=[C:11]([C:25]2[CH:26]=[CH:27][C:28]([F:31])=[CH:29][CH:30]=2)[C:10]2[CH:9]=[CH:8][CH:7]=[CH:6][C:5]1=2)[CH3:1].[Na+:33]. The yield is 0.535. (2) The reactants are [Si]([O:8][CH2:9][CH2:10][O:11][NH:12][C:13]([C:15]1[C:16]2[CH2:34][CH2:33][CH2:32][C:17]=2[C:18](=[O:31])[N:19]([CH3:30])[C:20]=1[NH:21][C:22]1[CH:27]=[CH:26][C:25]([I:28])=[CH:24][C:23]=1[Cl:29])=[O:14])(C(C)(C)C)(C)C.CCCC[N+](CCCC)(CCCC)CCCC.[F-]. The catalyst is C1COCC1. The product is [Cl:29][C:23]1[CH:24]=[C:25]([I:28])[CH:26]=[CH:27][C:22]=1[NH:21][C:20]1[N:19]([CH3:30])[C:18](=[O:31])[C:17]2[CH2:32][CH2:33][CH2:34][C:16]=2[C:15]=1[C:13]([NH:12][O:11][CH2:10][CH2:9][OH:8])=[O:14]. The yield is 0.330.